The task is: Predict which catalyst facilitates the given reaction.. This data is from Catalyst prediction with 721,799 reactions and 888 catalyst types from USPTO. (1) Reactant: [Cl:1][C:2]1[CH:3]=[C:4]2[C:8](=[CH:9][CH:10]=1)[NH:7][C:6]([C:11]([NH:13][NH2:14])=[O:12])=[CH:5]2.CCN(C(C)C)C(C)C.[N:24]1([C:30](Cl)=[O:31])[CH2:29][CH2:28][O:27][CH2:26][CH2:25]1. Product: [Cl:1][C:2]1[CH:3]=[C:4]2[C:8](=[CH:9][CH:10]=1)[NH:7][C:6]([C:11]([NH:13][NH:14][C:30]([N:24]1[CH2:29][CH2:28][O:27][CH2:26][CH2:25]1)=[O:31])=[O:12])=[CH:5]2. The catalyst class is: 56. (2) Reactant: [NH2:1][C:2]1[CH:9]=[CH:8][C:5]([C:6]#[N:7])=[CH:4][CH:3]=1.Cl[C:11]1[N:16]=[C:15]([NH2:17])[CH:14]=[C:13]([Cl:18])[N:12]=1.Cl.[OH-].[Na+]. Product: [NH2:17][C:15]1[CH:14]=[C:13]([Cl:18])[N:12]=[C:11]([NH:1][C:2]2[CH:9]=[CH:8][C:5]([C:6]#[N:7])=[CH:4][CH:3]=2)[N:16]=1. The catalyst class is: 6. (3) Reactant: [Cl:1][C:2]1[C:3]([NH2:9])=[N:4][CH:5]=[C:6]([Cl:8])[CH:7]=1.[C:10]([N:18]=[C:19]=[S:20])(=[O:17])[C:11]1[CH:16]=[CH:15][CH:14]=[CH:13][CH:12]=1. Product: [Cl:1][C:2]1[C:3]([NH:9][C:19]([NH:18][C:10](=[O:17])[C:11]2[CH:12]=[CH:13][CH:14]=[CH:15][CH:16]=2)=[S:20])=[N:4][CH:5]=[C:6]([Cl:8])[CH:7]=1. The catalyst class is: 21. (4) Reactant: [CH3:1][N:2]1[C:10]2[C:5](=[CH:6][CH:7]=[CH:8][CH:9]=2)[CH:4]=[C:3]1[CH2:11][NH:12][CH3:13].CCN(CC)CC.[C:21](Cl)(=[O:24])[CH:22]=[CH2:23]. Product: [CH3:13][N:12]([CH2:11][C:3]1[N:2]([CH3:1])[C:10]2[C:5]([CH:4]=1)=[CH:6][CH:7]=[CH:8][CH:9]=2)[C:21](=[O:24])[CH:22]=[CH2:23]. The catalyst class is: 2. (5) Reactant: [CH2:1]([O:8][CH2:9][CH2:10][CH2:11][O:12][C:13]1[CH:18]=[CH:17][CH:16]=[C:15]([CH:19]=[O:20])[C:14]=1OS(C(F)(F)F)(=O)=O)[C:2]1[CH:7]=[CH:6][CH:5]=[CH:4][CH:3]=1.[B:29]1([B:29]2[O:33][C:32]([CH3:35])([CH3:34])[C:31]([CH3:37])([CH3:36])[O:30]2)[O:33][C:32]([CH3:35])([CH3:34])[C:31]([CH3:37])([CH3:36])[O:30]1.CC([O-])=O.[K+]. Product: [CH2:1]([O:8][CH2:9][CH2:10][CH2:11][O:12][C:13]1[C:14]([B:29]2[O:33][C:32]([CH3:35])([CH3:34])[C:31]([CH3:37])([CH3:36])[O:30]2)=[C:15]([CH:16]=[CH:17][CH:18]=1)[CH:19]=[O:20])[C:2]1[CH:7]=[CH:6][CH:5]=[CH:4][CH:3]=1. The catalyst class is: 12. (6) Reactant: CS([O:5][C:6]1[CH:11]=[CH:10][CH:9]=[C:8]([C:12]2[O:13][C:14]([CH2:42]C)=[C:15]([CH2:17][O:18][C:19]3[CH:24]=[CH:23][C:22]([CH2:25][O:26][C:27]4[C:31]([CH:32]=[O:33])=[CH:30][N:29]([C:34]5[CH:39]=[CH:38][CH:37]=[CH:36][CH:35]=5)[N:28]=4)=[CH:21][C:20]=3[O:40][CH3:41])[N:16]=2)[CH:7]=1)(=O)=O.O1CCCC1.[OH-].[Na+].Cl. Product: [OH:5][C:6]1[CH:7]=[C:8]([C:12]2[O:13][C:14]([CH3:42])=[C:15]([CH2:17][O:18][C:19]3[CH:24]=[CH:23][C:22]([CH2:25][O:26][C:27]4[C:31]([CH:32]=[O:33])=[CH:30][N:29]([C:34]5[CH:35]=[CH:36][CH:37]=[CH:38][CH:39]=5)[N:28]=4)=[CH:21][C:20]=3[O:40][CH3:41])[N:16]=2)[CH:9]=[CH:10][CH:11]=1. The catalyst class is: 8.